Dataset: Forward reaction prediction with 1.9M reactions from USPTO patents (1976-2016). Task: Predict the product of the given reaction. Given the reactants [CH3:1][O:2][C:3](=[O:11])[C:4]1[CH:9]=[CH:8][C:7]([OH:10])=[N:6][CH:5]=1.[CH3:12][C:13]1[O:17][C:16]([C:18]2[CH:23]=[CH:22][CH:21]=[CH:20][CH:19]=2)=[N:15][C:14]=1[CH2:24][CH2:25]O.C1(P(C2C=CC=CC=2)C2C=CC=CC=2)C=CC=CC=1.CCOC(/N=N/C(OCC)=O)=O, predict the reaction product. The product is: [CH3:1][O:2][C:3](=[O:11])[C:4]1[CH:9]=[CH:8][C:7]([O:10][CH2:25][CH2:24][C:14]2[N:15]=[C:16]([C:18]3[CH:23]=[CH:22][CH:21]=[CH:20][CH:19]=3)[O:17][C:13]=2[CH3:12])=[N:6][CH:5]=1.